From a dataset of Forward reaction prediction with 1.9M reactions from USPTO patents (1976-2016). Predict the product of the given reaction. (1) Given the reactants Cl[C:2]1[CH:11]=[C:10]2[C:5]([CH:6]=[C:7]([C:14]3[CH:15]=[C:16]([NH:21][C:22](=[O:29])[C:23]4[CH:28]=[CH:27][CH:26]=[CH:25][CH:24]=4)[CH:17]=[CH:18][C:19]=3[CH3:20])[C:8](=[O:13])[N:9]2[CH3:12])=[CH:4][N:3]=1.[CH3:30][NH:31][CH3:32], predict the reaction product. The product is: [CH3:30][N:31]([CH3:32])[C:2]1[CH:11]=[C:10]2[C:5]([CH:6]=[C:7]([C:14]3[CH:15]=[C:16]([NH:21][C:22](=[O:29])[C:23]4[CH:28]=[CH:27][CH:26]=[CH:25][CH:24]=4)[CH:17]=[CH:18][C:19]=3[CH3:20])[C:8](=[O:13])[N:9]2[CH3:12])=[CH:4][N:3]=1. (2) Given the reactants [C:1]1([CH:7]([C:13]2[CH:18]=[CH:17][CH:16]=[CH:15][CH:14]=2)[N:8]2[CH2:11][C:10](=O)[CH2:9]2)[CH:6]=[CH:5][CH:4]=[CH:3][CH:2]=1.Cl.[CH2:20]1[NH:25][CH2:24][CH2:23][N:22]2[C:26](=[O:30])[CH2:27][CH2:28][CH2:29][CH:21]12.C(O)(=O)C.C([BH3-])#N.C[NH+](C)C, predict the reaction product. The product is: [C:1]1([CH:7]([C:13]2[CH:18]=[CH:17][CH:16]=[CH:15][CH:14]=2)[N:8]2[CH2:11][CH:10]([N:25]3[CH2:24][CH2:23][N:22]4[C:26](=[O:30])[CH2:27][CH2:28][CH2:29][CH:21]4[CH2:20]3)[CH2:9]2)[CH:6]=[CH:5][CH:4]=[CH:3][CH:2]=1. (3) Given the reactants [Cl:1][C:2]1[CH:3]=[C:4]([CH:13]=[O:14])[C:5]([OH:12])=[C:6]([CH:11]=1)[C:7]([O:9][CH3:10])=[O:8].C([O-])([O-])=O.[K+].[K+].Br[CH2:22][C:23]#[N:24].O, predict the reaction product. The product is: [Cl:1][C:2]1[CH:3]=[C:4]([CH:13]=[O:14])[C:5]([O:12][CH2:22][C:23]#[N:24])=[C:6]([CH:11]=1)[C:7]([O:9][CH3:10])=[O:8]. (4) Given the reactants [Cl:1][C:2]1[C:10]([O:11]C)=[C:9]([O:13]C)[CH:8]=[CH:7][C:3]=1[CH2:4][CH2:5][NH2:6].Br[CH2:16][C:17]([C:19]1[CH:24]=[CH:23][C:22]([O:25]C)=[CH:21][CH:20]=1)=O, predict the reaction product. The product is: [CH:20]1[C:19]([CH:17]2[C:7]3[CH:8]=[C:9]([OH:13])[C:10]([OH:11])=[C:2]([Cl:1])[C:3]=3[CH2:4][CH2:5][NH:6][CH2:16]2)=[CH:24][CH:23]=[C:22]([OH:25])[CH:21]=1.